The task is: Predict the product of the given reaction.. This data is from Forward reaction prediction with 1.9M reactions from USPTO patents (1976-2016). (1) Given the reactants [C:1]1([OH:7])[CH:6]=[CH:5][CH:4]=[CH:3][CH:2]=1.[Br:8][CH2:9][CH2:10]Br.C([O-])([O-])=O.[K+].[K+], predict the reaction product. The product is: [Br:8][CH2:9][CH2:10][O:7][C:1]1[CH:6]=[CH:5][CH:4]=[CH:3][CH:2]=1. (2) Given the reactants [Cl:1][C:2]1[CH:3]=[CH:4][C:5]2[N:11](CC3C=CC(OC)=CC=3OC)[C:10](=[O:23])[C@@H:9]([CH2:24][C:25]([O:27][CH2:28][CH3:29])=[O:26])[O:8][C@H:7]([C:30]3[CH:35]=[CH:34][CH:33]=[C:32]([O:36][CH3:37])[C:31]=3[O:38][CH3:39])[C:6]=2[CH:40]=1.[N+]([O-])([O-])=O.[Ce+4].[Ce+4].[NH4+].[N+]([O-])([O-])=O.[N+]([O-])([O-])=O.[N+]([O-])([O-])=O.[N+]([O-])([O-])=O.[N+]([O-])([O-])=O.[N+]([O-])([O-])=O.[N+]([O-])([O-])=O.[N+]([O-])([O-])=O.C(=O)(O)[O-].[Na+], predict the reaction product. The product is: [Cl:1][C:2]1[CH:3]=[CH:4][C:5]2[NH:11][C:10](=[O:23])[C@@H:9]([CH2:24][C:25]([O:27][CH2:28][CH3:29])=[O:26])[O:8][C@H:7]([C:30]3[CH:35]=[CH:34][CH:33]=[C:32]([O:36][CH3:37])[C:31]=3[O:38][CH3:39])[C:6]=2[CH:40]=1.